From a dataset of NCI-60 drug combinations with 297,098 pairs across 59 cell lines. Regression. Given two drug SMILES strings and cell line genomic features, predict the synergy score measuring deviation from expected non-interaction effect. (1) Drug 1: CCCCC(=O)OCC(=O)C1(CC(C2=C(C1)C(=C3C(=C2O)C(=O)C4=C(C3=O)C=CC=C4OC)O)OC5CC(C(C(O5)C)O)NC(=O)C(F)(F)F)O. Drug 2: B(C(CC(C)C)NC(=O)C(CC1=CC=CC=C1)NC(=O)C2=NC=CN=C2)(O)O. Cell line: M14. Synergy scores: CSS=92.4, Synergy_ZIP=13.6, Synergy_Bliss=12.6, Synergy_Loewe=12.4, Synergy_HSA=15.6. (2) Drug 1: CC1CCC2CC(C(=CC=CC=CC(CC(C(=O)C(C(C(=CC(C(=O)CC(OC(=O)C3CCCCN3C(=O)C(=O)C1(O2)O)C(C)CC4CCC(C(C4)OC)O)C)C)O)OC)C)C)C)OC. Drug 2: CC1CCC2CC(C(=CC=CC=CC(CC(C(=O)C(C(C(=CC(C(=O)CC(OC(=O)C3CCCCN3C(=O)C(=O)C1(O2)O)C(C)CC4CCC(C(C4)OC)OCCO)C)C)O)OC)C)C)C)OC. Cell line: NCI-H460. Synergy scores: CSS=1.76, Synergy_ZIP=-2.07, Synergy_Bliss=-1.83, Synergy_Loewe=-4.00, Synergy_HSA=-1.73.